Regression. Given two drug SMILES strings and cell line genomic features, predict the synergy score measuring deviation from expected non-interaction effect. From a dataset of NCI-60 drug combinations with 297,098 pairs across 59 cell lines. (1) Drug 1: C1CNP(=O)(OC1)N(CCCl)CCCl. Drug 2: CC12CCC3C(C1CCC2OP(=O)(O)O)CCC4=C3C=CC(=C4)OC(=O)N(CCCl)CCCl.[Na+]. Cell line: HL-60(TB). Synergy scores: CSS=40.6, Synergy_ZIP=6.00, Synergy_Bliss=-3.30, Synergy_Loewe=7.82, Synergy_HSA=-2.83. (2) Drug 1: C1=CC=C(C(=C1)C(C2=CC=C(C=C2)Cl)C(Cl)Cl)Cl. Drug 2: B(C(CC(C)C)NC(=O)C(CC1=CC=CC=C1)NC(=O)C2=NC=CN=C2)(O)O. Cell line: MALME-3M. Synergy scores: CSS=41.3, Synergy_ZIP=0.700, Synergy_Bliss=0.765, Synergy_Loewe=-41.9, Synergy_HSA=-0.164. (3) Drug 1: CCCCCOC(=O)NC1=NC(=O)N(C=C1F)C2C(C(C(O2)C)O)O. Drug 2: C(CN)CNCCSP(=O)(O)O. Cell line: MCF7. Synergy scores: CSS=-6.12, Synergy_ZIP=5.27, Synergy_Bliss=2.28, Synergy_Loewe=-6.77, Synergy_HSA=-6.22. (4) Drug 1: C1CCN(CC1)CCOC2=CC=C(C=C2)C(=O)C3=C(SC4=C3C=CC(=C4)O)C5=CC=C(C=C5)O. Drug 2: C1=CC=C(C(=C1)C(C2=CC=C(C=C2)Cl)C(Cl)Cl)Cl. Cell line: TK-10. Synergy scores: CSS=4.52, Synergy_ZIP=-0.135, Synergy_Bliss=1.52, Synergy_Loewe=0.837, Synergy_HSA=0.920. (5) Drug 1: CCCS(=O)(=O)NC1=C(C(=C(C=C1)F)C(=O)C2=CNC3=C2C=C(C=N3)C4=CC=C(C=C4)Cl)F. Drug 2: C1=CC=C(C=C1)NC(=O)CCCCCCC(=O)NO. Cell line: KM12. Synergy scores: CSS=11.4, Synergy_ZIP=-2.85, Synergy_Bliss=-1.94, Synergy_Loewe=-38.2, Synergy_HSA=-4.96. (6) Drug 2: CNC(=O)C1=NC=CC(=C1)OC2=CC=C(C=C2)NC(=O)NC3=CC(=C(C=C3)Cl)C(F)(F)F. Drug 1: COC1=NC(=NC2=C1N=CN2C3C(C(C(O3)CO)O)O)N. Cell line: NCI-H226. Synergy scores: CSS=-1.20, Synergy_ZIP=1.27, Synergy_Bliss=-0.749, Synergy_Loewe=-1.75, Synergy_HSA=-2.51. (7) Drug 1: CCC1(CC2CC(C3=C(CCN(C2)C1)C4=CC=CC=C4N3)(C5=C(C=C6C(=C5)C78CCN9C7C(C=CC9)(C(C(C8N6C=O)(C(=O)OC)O)OC(=O)C)CC)OC)C(=O)OC)O.OS(=O)(=O)O. Drug 2: CC1CCC2CC(C(=CC=CC=CC(CC(C(=O)C(C(C(=CC(C(=O)CC(OC(=O)C3CCCCN3C(=O)C(=O)C1(O2)O)C(C)CC4CCC(C(C4)OC)OCCO)C)C)O)OC)C)C)C)OC. Cell line: UO-31. Synergy scores: CSS=16.1, Synergy_ZIP=-0.580, Synergy_Bliss=3.50, Synergy_Loewe=-3.29, Synergy_HSA=2.30.